Dataset: TCR-epitope binding with 47,182 pairs between 192 epitopes and 23,139 TCRs. Task: Binary Classification. Given a T-cell receptor sequence (or CDR3 region) and an epitope sequence, predict whether binding occurs between them. The epitope is LLWNGPMAV. The TCR CDR3 sequence is CASSQEVAYEQYF. Result: 1 (the TCR binds to the epitope).